From a dataset of Forward reaction prediction with 1.9M reactions from USPTO patents (1976-2016). Predict the product of the given reaction. (1) Given the reactants [F:1][C:2]1[CH:3]=[N:4][C:5]([O:17][C:18]2[CH:23]=[CH:22][CH:21]=[C:20]([S:24][CH3:25])[CH:19]=2)=[C:6]([CH:16]=1)[C:7]([NH:9][CH:10]1[CH2:15][CH2:14][NH:13][CH2:12][CH2:11]1)=[O:8].C(N(CC)CC)C.[CH:33]1([C:37](Cl)=[O:38])[CH2:36][CH2:35][CH2:34]1.Cl.CN(C)CCCN=C=NCC, predict the reaction product. The product is: [NH3:4].[F:1][C:2]1[CH:3]=[N:4][C:5]([O:17][C:18]2[CH:23]=[CH:22][CH:21]=[C:20]([S:24][CH3:25])[CH:19]=2)=[C:6]([CH:16]=1)[C:7]([NH:9][CH:10]1[CH2:11][CH2:12][N:13]([C:37]([CH:33]2[CH2:36][CH2:35][CH2:34]2)=[O:38])[CH2:14][CH2:15]1)=[O:8]. (2) Given the reactants [C:1]([O:5][CH2:6][C:7]1[CH:12]=[CH:11][CH:10]=[CH:9][CH:8]=1)(=[O:4])[CH2:2][OH:3].C(N(C(C)C)CC)(C)C.[Si:22](OS(C(F)(F)F)(=O)=O)([CH:29]([CH3:31])[CH3:30])([CH:26]([CH3:28])[CH3:27])[CH:23]([CH3:25])[CH3:24].O, predict the reaction product. The product is: [CH2:6]([O:5][C:1](=[O:4])[CH2:2][O:3][Si:22]([CH:29]([CH3:31])[CH3:30])([CH:26]([CH3:28])[CH3:27])[CH:23]([CH3:25])[CH3:24])[C:7]1[CH:12]=[CH:11][CH:10]=[CH:9][CH:8]=1. (3) Given the reactants [CH3:1][CH2:2][CH2:3][CH:4]([NH2:8])[CH2:5][CH2:6][CH3:7].[N:9]([C:12]1[CH:17]=[CH:16][C:15]([O:18][CH3:19])=[CH:14][C:13]=1[O:20][CH3:21])=[C:10]=[O:11], predict the reaction product. The product is: [CH3:21][O:20][C:13]1[CH:14]=[C:15]([O:18][CH3:19])[CH:16]=[CH:17][C:12]=1[NH:9][C:10]([NH:8][CH:4]([CH2:5][CH2:6][CH3:7])[CH2:3][CH2:2][CH3:1])=[O:11]. (4) Given the reactants [CH3:1][O:2][C:3]1[CH:8]=[CH:7][C:6]([NH:9][C:10]2[CH:14]([CH3:15])[CH2:13][N:12]([C:16]3[CH:21]=[CH:20][CH:19]=[CH:18][CH:17]=3)[N:11]=2)=[CH:5][CH:4]=1, predict the reaction product. The product is: [CH3:1][O:2][C:3]1[CH:4]=[CH:5][C:6]([NH:9][C:10]2[C:14]([CH3:15])=[CH:13][N:12]([C:16]3[CH:21]=[CH:20][CH:19]=[CH:18][CH:17]=3)[N:11]=2)=[CH:7][CH:8]=1. (5) Given the reactants C(OC(=O)[NH:7][CH2:8][CH:9]1[CH2:14][CH2:13][CH2:12][N:11]([C:15]2[C:24]3[C:19](=[CH:20][CH:21]=[CH:22][CH:23]=3)[C:18]([C:25]#[N:26])=[CH:17][CH:16]=2)[CH2:10]1)(C)(C)C.C(O)(C(F)(F)F)=O, predict the reaction product. The product is: [NH2:7][CH2:8][CH:9]1[CH2:14][CH2:13][CH2:12][N:11]([C:15]2[C:24]3[C:19](=[CH:20][CH:21]=[CH:22][CH:23]=3)[C:18]([C:25]#[N:26])=[CH:17][CH:16]=2)[CH2:10]1.